Dataset: Reaction yield outcomes from USPTO patents with 853,638 reactions. Task: Predict the reaction yield, written as a fraction of the theoretical maximum amount of product (1.0 means a 100% yield; for example, 0.34 means a 34% yield). The reactants are Cl.[NH2:2][CH2:3][C:4]([C:6]1[CH:11]=[CH:10][CH:9]=[CH:8][CH:7]=1)=[O:5].[C:12](O[C:12]([O:14][C:15]([CH3:18])([CH3:17])[CH3:16])=[O:13])([O:14][C:15]([CH3:18])([CH3:17])[CH3:16])=[O:13].[Cl-].[NH4+]. The catalyst is C(#N)C.CN(C)C1C=CN=CC=1. The product is [C:15]([O:14][C:12]([NH:2][CH2:3][C:4]([C:6]1[CH:11]=[CH:10][CH:9]=[CH:8][CH:7]=1)=[O:5])=[O:13])([CH3:18])([CH3:17])[CH3:16]. The yield is 0.210.